From a dataset of Forward reaction prediction with 1.9M reactions from USPTO patents (1976-2016). Predict the product of the given reaction. (1) The product is: [Si:10]([O:28][CH2:27][CH:25]([OH:26])[CH2:24][N:1]1[CH:5]=[CH:4][N:3]=[CH:2]1)([C:6]([CH3:9])([CH3:8])[CH3:7])([C:17]1[CH:22]=[CH:21][CH:20]=[CH:19][CH:18]=1)[C:11]1[CH:16]=[CH:15][CH:14]=[CH:13][CH:12]=1. Given the reactants [NH:1]1[CH:5]=[CH:4][N:3]=[CH:2]1.[C:6]([Si:10](Cl)([C:17]1[CH:22]=[CH:21][CH:20]=[CH:19][CH:18]=1)[C:11]1[CH:16]=[CH:15][CH:14]=[CH:13][CH:12]=1)([CH3:9])([CH3:8])[CH3:7].[CH2:24]1[O:26][CH:25]1[CH2:27][OH:28], predict the reaction product. (2) The product is: [CH2:1]([NH:8][CH2:9][CH:10]1[C:18]2[C:13](=[CH:14][C:15]([O:21][CH3:22])=[C:16]([O:19][CH3:20])[CH:17]=2)[NH:12][CH2:11]1)[C:2]1[CH:3]=[CH:4][CH:5]=[CH:6][CH:7]=1. Given the reactants [CH2:1]([NH:8][CH2:9][C:10]1[C:18]2[C:13](=[CH:14][C:15]([O:21][CH3:22])=[C:16]([O:19][CH3:20])[CH:17]=2)[NH:12][CH:11]=1)[C:2]1[CH:7]=[CH:6][CH:5]=[CH:4][CH:3]=1.[BH4-].[Na+], predict the reaction product.